This data is from Full USPTO retrosynthesis dataset with 1.9M reactions from patents (1976-2016). The task is: Predict the reactants needed to synthesize the given product. (1) Given the product [CH2:22]([O:8][C:5]1[CH:6]=[CH:7][C:2]([Br:1])=[C:3](/[CH:9]=[CH:10]/[C:11]([O:13][CH2:14][CH3:15])=[O:12])[CH:4]=1)[C:23]1[CH:28]=[CH:27][CH:26]=[CH:25][CH:24]=1, predict the reactants needed to synthesize it. The reactants are: [Br:1][C:2]1[CH:7]=[CH:6][C:5]([OH:8])=[CH:4][C:3]=1/[CH:9]=[CH:10]/[C:11]([O:13][CH2:14][CH3:15])=[O:12].C(=O)([O-])[O-].[K+].[K+].[CH2:22](Br)[C:23]1[CH:28]=[CH:27][CH:26]=[CH:25][CH:24]=1. (2) Given the product [C:20]1([O:19][C:17](=[O:18])[NH:1][C:2]2[CH:7]=[N:6][C:5]([O:8][CH3:9])=[CH:4][CH:3]=2)[CH:25]=[CH:24][CH:23]=[CH:22][CH:21]=1, predict the reactants needed to synthesize it. The reactants are: [NH2:1][C:2]1[CH:3]=[CH:4][C:5]([O:8][CH3:9])=[N:6][CH:7]=1.C(=O)([O-])[O-].[K+].[K+].Cl[C:17]([O:19][C:20]1[CH:25]=[CH:24][CH:23]=[CH:22][CH:21]=1)=[O:18]. (3) The reactants are: C([O:8][C:9]1[C:16]([O:17][CH3:18])=[CH:15][C:12]([CH:13]=[O:14])=[C:11]([N+:19]([O-:21])=[O:20])[CH:10]=1)C1C=CC=CC=1. Given the product [OH:8][C:9]1[C:16]([O:17][CH3:18])=[CH:15][C:12]([CH:13]=[O:14])=[C:11]([N+:19]([O-:21])=[O:20])[CH:10]=1, predict the reactants needed to synthesize it. (4) Given the product [O:24]1[C:29]2[CH:30]=[CH:31][C:32]([C:6]3[N:7]=[C:8]([N:10]4[C:14]5[CH:15]=[C:16]([O:21][CH3:22])[C:17]([O:19][CH3:20])=[CH:18][C:13]=5[N:12]=[CH:11]4)[S:9][C:5]=3[C:3]([OH:2])=[O:4])=[CH:33][C:28]=2[O:27][CH2:26][CH2:25]1, predict the reactants needed to synthesize it. The reactants are: C[O:2][C:3]([C:5]1[S:9][C:8]([N:10]2[C:14]3[CH:15]=[C:16]([O:21][CH3:22])[C:17]([O:19][CH3:20])=[CH:18][C:13]=3[N:12]=[CH:11]2)=[N:7][C:6]=1Br)=[O:4].[O:24]1[C:29]2[CH:30]=[CH:31][C:32](B(O)O)=[CH:33][C:28]=2[O:27][CH2:26][CH2:25]1. (5) The reactants are: [C:1](OC(=O)C)(=[O:3])[CH3:2].[Cl:8][C:9]1[CH:14]=[C:13]([NH2:15])[CH:12]=[C:11]([Cl:16])[C:10]=1[NH:17][C:18](=[O:33])[C:19]1[CH:24]=[CH:23][C:22]([O:25][CH3:26])=[C:21]([O:27][CH:28]2[CH2:32][CH2:31][CH2:30][CH2:29]2)[CH:20]=1. Given the product [C:1]([NH:15][C:13]1[CH:14]=[C:9]([Cl:8])[C:10]([NH:17][C:18](=[O:33])[C:19]2[CH:24]=[CH:23][C:22]([O:25][CH3:26])=[C:21]([O:27][CH:28]3[CH2:29][CH2:30][CH2:31][CH2:32]3)[CH:20]=2)=[C:11]([Cl:16])[CH:12]=1)(=[O:3])[CH3:2], predict the reactants needed to synthesize it. (6) Given the product [CH:12]1([C:33]2[N:38]3[N:39]=[C:40]([NH:42][C:43]4[CH:48]=[CH:47][CH:46]=[CH:45][CH:44]=4)[N:41]=[C:37]3[CH:36]=[CH:35][CH:34]=2)[CH2:17][CH2:16][CH2:15][CH2:14][CH2:13]1, predict the reactants needed to synthesize it. The reactants are: BrC1N2N=C(N)N=C2C=CC=1.[C:12]1(B(O)O)[CH2:17][CH2:16][CH2:15][CH2:14][CH:13]=1.C1(Br)C=CC=CC=1.O1C=CC([C:33]2[N:38]3[N:39]=[C:40]([NH:42][C:43]4[CH:48]=[CH:47][CH:46]=[CH:45][CH:44]=4)[N:41]=[C:37]3[CH:36]=[CH:35][CH:34]=2)=C1.[H][H]. (7) Given the product [C:2]1([S:14][C:8]2[CH:13]=[CH:12][CH:11]=[CH:10][CH:9]=2)[CH:7]=[CH:6][CH:5]=[CH:4][CH:3]=1, predict the reactants needed to synthesize it. The reactants are: Br[C:2]1[CH:7]=[CH:6][CH:5]=[CH:4][CH:3]=1.[C:8]1([SH:14])[CH:13]=[CH:12][CH:11]=[CH:10][CH:9]=1.O(C(C)(C)C)[Na]. (8) Given the product [Br:1][C:2]1[CH:7]=[CH:6][C:5]([C:8](=[N:22][O:23][CH2:24][CH3:25])[CH:9]2[CH2:10][CH2:11][N:12]([C:15]3([CH3:21])[CH2:20][CH2:19][N:18]([C:37]([C:30]4[C:29]5[C:34](=[CH:35][CH:36]=[C:27]([CH3:26])[CH:28]=5)[N:33]=[CH:32][CH:31]=4)=[O:38])[CH2:17][CH2:16]3)[CH2:13][CH2:14]2)=[CH:4][CH:3]=1, predict the reactants needed to synthesize it. The reactants are: [Br:1][C:2]1[CH:7]=[CH:6][C:5]([C:8](=[N:22][O:23][CH2:24][CH3:25])[CH:9]2[CH2:14][CH2:13][N:12]([C:15]3([CH3:21])[CH2:20][CH2:19][NH:18][CH2:17][CH2:16]3)[CH2:11][CH2:10]2)=[CH:4][CH:3]=1.[CH3:26][C:27]1[CH:28]=[C:29]2[C:34](=[CH:35][CH:36]=1)[N:33]=[CH:32][CH:31]=[C:30]2[C:37](O)=[O:38].CCN(CC)CC.CN(C(ON1N=NC2C=CC=NC1=2)=[N+](C)C)C.F[P-](F)(F)(F)(F)F. (9) Given the product [CH:1]([O:4][C:5]1[C:6]([NH:14][CH:15]([CH3:17])[CH3:16])=[CH:7][C:8]([NH2:11])=[CH:9][CH:10]=1)([CH3:3])[CH3:2], predict the reactants needed to synthesize it. The reactants are: [CH:1]([O:4][C:5]1[CH:10]=[CH:9][C:8]([N+:11]([O-])=O)=[CH:7][C:6]=1[NH:14][CH:15]([CH3:17])[CH3:16])([CH3:3])[CH3:2]. (10) Given the product [CH2:18]([O:21][C:9]1[N:17]=[CH:16][CH:15]=[CH:14][C:10]=1[C:11]([OH:13])=[O:12])[CH2:19][CH3:20], predict the reactants needed to synthesize it. The reactants are: [Na].CCCCCC.Cl[C:9]1[N:17]=[CH:16][CH:15]=[CH:14][C:10]=1[C:11]([OH:13])=[O:12].[CH2:18]([OH:21])[CH2:19][CH3:20].